Dataset: Catalyst prediction with 721,799 reactions and 888 catalyst types from USPTO. Task: Predict which catalyst facilitates the given reaction. Reactant: Cl[C:2]1[N:7]=[CH:6][C:5]2[C:8]([O:14][CH:15]3[CH2:19][CH2:18][O:17][CH2:16]3)=[N:9][N:10]([CH:11]([CH3:13])[CH3:12])[C:4]=2[CH:3]=1.C1(P(C2C=CC=CC=2)C2C3OC4C(=CC=CC=4P(C4C=CC=CC=4)C4C=CC=CC=4)C(C)(C)C=3C=CC=2)C=CC=CC=1.[CH:62]1([S:65]([N:68]2[CH:72]=[C:71]([C:73]3[N:78]=[C:77]([NH2:79])[CH:76]=[CH:75][N:74]=3)[CH:70]=[N:69]2)(=[O:67])=[O:66])[CH2:64][CH2:63]1.C(=O)([O-])[O-].[Cs+].[Cs+]. Product: [CH:62]1([S:65]([N:68]2[CH:72]=[C:71]([C:73]3[N:78]=[C:77]([NH:79][C:2]4[N:7]=[CH:6][C:5]5[C:8]([O:14][CH:15]6[CH2:19][CH2:18][O:17][CH2:16]6)=[N:9][N:10]([CH:11]([CH3:13])[CH3:12])[C:4]=5[CH:3]=4)[CH:76]=[CH:75][N:74]=3)[CH:70]=[N:69]2)(=[O:66])=[O:67])[CH2:64][CH2:63]1. The catalyst class is: 102.